This data is from NCI-60 drug combinations with 297,098 pairs across 59 cell lines. The task is: Regression. Given two drug SMILES strings and cell line genomic features, predict the synergy score measuring deviation from expected non-interaction effect. (1) Drug 1: CC12CCC(CC1=CCC3C2CCC4(C3CC=C4C5=CN=CC=C5)C)O. Drug 2: C1CCC(C(C1)N)N.C(=O)(C(=O)[O-])[O-].[Pt+4]. Cell line: NCIH23. Synergy scores: CSS=19.6, Synergy_ZIP=0.499, Synergy_Bliss=3.48, Synergy_Loewe=-1.21, Synergy_HSA=4.36. (2) Drug 1: CC1C(C(CC(O1)OC2CC(CC3=C2C(=C4C(=C3O)C(=O)C5=C(C4=O)C(=CC=C5)OC)O)(C(=O)C)O)N)O.Cl. Drug 2: CN1C(=O)N2C=NC(=C2N=N1)C(=O)N. Cell line: ACHN. Synergy scores: CSS=21.2, Synergy_ZIP=6.74, Synergy_Bliss=7.99, Synergy_Loewe=-33.5, Synergy_HSA=6.28. (3) Drug 1: CC1=C(C(=CC=C1)Cl)NC(=O)C2=CN=C(S2)NC3=CC(=NC(=N3)C)N4CCN(CC4)CCO. Drug 2: CC1CCC2CC(C(=CC=CC=CC(CC(C(=O)C(C(C(=CC(C(=O)CC(OC(=O)C3CCCCN3C(=O)C(=O)C1(O2)O)C(C)CC4CCC(C(C4)OC)OCCO)C)C)O)OC)C)C)C)OC. Cell line: PC-3. Synergy scores: CSS=10.9, Synergy_ZIP=-4.13, Synergy_Bliss=-0.559, Synergy_Loewe=-2.06, Synergy_HSA=-0.0169. (4) Drug 1: CC(CN1CC(=O)NC(=O)C1)N2CC(=O)NC(=O)C2. Drug 2: COC1=C2C(=CC3=C1OC=C3)C=CC(=O)O2. Cell line: SNB-75. Synergy scores: CSS=5.53, Synergy_ZIP=-0.327, Synergy_Bliss=3.78, Synergy_Loewe=3.55, Synergy_HSA=3.48. (5) Drug 1: CC1C(C(CC(O1)OC2CC(CC3=C2C(=C4C(=C3O)C(=O)C5=C(C4=O)C(=CC=C5)OC)O)(C(=O)CO)O)N)O.Cl. Drug 2: CCC1(C2=C(COC1=O)C(=O)N3CC4=CC5=C(C=CC(=C5CN(C)C)O)N=C4C3=C2)O.Cl. Cell line: SF-295. Synergy scores: CSS=53.1, Synergy_ZIP=-1.14, Synergy_Bliss=-2.45, Synergy_Loewe=-18.2, Synergy_HSA=1.64.